Predict the product of the given reaction. From a dataset of Forward reaction prediction with 1.9M reactions from USPTO patents (1976-2016). (1) Given the reactants Br[C:2]1[CH:7]=[C:6]([C:8]([O-:10])=O)[C:5]([O:11][CH3:12])=[CH:4][C:3]=1[C:13]1[CH:18]=[CH:17][C:16]([F:19])=[CH:15][CH:14]=1.[CH:20]1(B(O)O)[CH2:22][CH2:21]1.C1(P(C2CCCCC2)C2C=CC=CC=2C2C(OC)=CC=CC=2OC)CCCCC1.C(=O)([O-])[O-].[Na+].[Na+], predict the reaction product. The product is: [CH:20]1([C:2]2[CH:7]=[C:6]([CH:8]=[O:10])[C:5]([O:11][CH3:12])=[CH:4][C:3]=2[C:13]2[CH:18]=[CH:17][C:16]([F:19])=[CH:15][CH:14]=2)[CH2:22][CH2:21]1. (2) Given the reactants [CH3:1][O:2][C:3]1[CH:8]=[CH:7][C:6]([CH2:9][C:10]#[N:11])=[CH:5][CH:4]=1.[K+].[Br-:13].[N+]([O-])(O)=O, predict the reaction product. The product is: [Br:13][C:4]1[CH:5]=[C:6]([CH2:9][C:10]#[N:11])[CH:7]=[CH:8][C:3]=1[O:2][CH3:1]. (3) Given the reactants [OH:1][CH2:2][CH2:3][C:4]1([CH:10]([CH2:13][OH:14])[CH2:11][OH:12])[CH2:9][CH2:8][CH2:7][CH2:6][CH2:5]1.CO[C:17](OC)([CH3:19])[CH3:18].C1(C)C=CC(S(O)(=O)=O)=CC=1.C(=O)(O)[O-].[Na+], predict the reaction product. The product is: [CH3:18][C:17]1([CH3:19])[O:12][CH2:11][CH:10]([C:4]2([CH2:3][CH2:2][OH:1])[CH2:9][CH2:8][CH2:7][CH2:6][CH2:5]2)[CH2:13][O:14]1. (4) The product is: [CH2:37]([N:22]([CH2:20][CH3:21])[CH2:23][CH2:24][NH:25][C:26]([C:28]1[C:32]([CH3:33])=[C:31]([CH:34]=[C:18]2[C:11]3[C:10]([NH:9][C:4]4[CH:5]=[CH:6][C:7]([F:8])=[C:2]([Cl:1])[CH:3]=4)=[N:15][CH:14]=[N:13][C:12]=3[NH:16][C:17]2=[O:19])[NH:30][C:29]=1[CH3:36])=[O:27])[CH3:38]. Given the reactants [Cl:1][C:2]1[CH:3]=[C:4]([NH:9][C:10]2[C:11]3[CH2:18][C:17](=[O:19])[NH:16][C:12]=3[N:13]=[CH:14][N:15]=2)[CH:5]=[CH:6][C:7]=1[F:8].[CH2:20]([N:22]([CH2:37][CH3:38])[CH2:23][CH2:24][NH:25][C:26]([C:28]1[C:32]([CH3:33])=[C:31]([CH:34]=O)[NH:30][C:29]=1[CH3:36])=[O:27])[CH3:21], predict the reaction product. (5) Given the reactants [CH3:1][O:2][C:3]([C:5]1[C:6]([OH:18])=[C:7]2[C:12](=[CH:13][N:14]=1)[N:11]([CH3:15])[C:10](=[O:16])[C:9](Br)=[CH:8]2)=[O:4].[C:19]1([Sn](CCCC)(CCCC)CCCC)[CH:24]=[CH:23][CH:22]=[CH:21][CH:20]=1.CCOC(C)=O.Cl, predict the reaction product. The product is: [CH3:1][O:2][C:3]([C:5]1[C:6]([OH:18])=[C:7]2[C:12](=[CH:13][N:14]=1)[N:11]([CH3:15])[C:10](=[O:16])[C:9]([C:19]1[CH:24]=[CH:23][CH:22]=[CH:21][CH:20]=1)=[CH:8]2)=[O:4]. (6) Given the reactants [S:1]1[CH:5]=[CH:4][C:3]([CH2:6][CH2:7][NH2:8])=[CH:2]1.I[C:10]1[CH:11]=[C:12]([CH3:17])[C:13]([CH3:16])=[CH:14][CH:15]=1.C([O:21][C:22](=O)[C@H:23]([C:25]1[CH:30]=[CH:29][CH:28]=[CH:27][CH:26]=1)[OH:24])(=O)C, predict the reaction product. The product is: [CH3:17][C:12]1[CH:11]=[C:10]([N:8]([CH2:7][CH2:6][C:3]2[CH:4]=[CH:5][S:1][CH:2]=2)[C:22](=[O:21])[C@@H:23]([OH:24])[C:25]2[CH:30]=[CH:29][CH:28]=[CH:27][CH:26]=2)[CH:15]=[CH:14][C:13]=1[CH3:16]. (7) Given the reactants C([O:3][C:4]([C:6]1[C:7]([CH2:11][CH2:12][CH2:13][CH3:14])=[N:8][O:9][CH:10]=1)=[O:5])C.O.[OH-].[Li+].CO.Cl, predict the reaction product. The product is: [CH2:11]([C:7]1[C:6]([C:4]([OH:5])=[O:3])=[CH:10][O:9][N:8]=1)[CH2:12][CH2:13][CH3:14]. (8) Given the reactants Cl[S:2]([OH:5])(=O)=[O:3].[F:6][C:7]([F:21])([F:20])[C:8]([NH:10][C:11]1([C:14]2[CH:19]=[CH:18][CH:17]=[CH:16][CH:15]=2)[CH2:13][CH2:12]1)=[O:9].[NH4+:22].[OH-], predict the reaction product. The product is: [F:6][C:7]([F:20])([F:21])[C:8]([NH:10][C:11]1([C:14]2[CH:19]=[CH:18][C:17]([S:2](=[O:5])(=[O:3])[NH2:22])=[CH:16][CH:15]=2)[CH2:12][CH2:13]1)=[O:9]. (9) Given the reactants [NH2:1][C:2]1[N:7]=[C:6]([C:8]2[O:9][CH:10]=[CH:11][CH:12]=2)[C:5]([C:13]#[N:14])=[C:4](S(C)=O)[N:3]=1.Cl.Cl.[CH3:20][C:21]1[C:22]([CH2:28][NH2:29])=[N:23][CH:24]=[C:25]([CH3:27])[CH:26]=1.C1CCN2C(=NCCC2)CC1, predict the reaction product. The product is: [NH2:1][C:2]1[N:3]=[C:4]([NH:29][CH2:28][C:22]2[C:21]([CH3:20])=[CH:26][C:25]([CH3:27])=[CH:24][N:23]=2)[C:5]([C:13]#[N:14])=[C:6]([C:8]2[O:9][CH:10]=[CH:11][CH:12]=2)[N:7]=1.